Dataset: Peptide-MHC class II binding affinity with 134,281 pairs from IEDB. Task: Regression. Given a peptide amino acid sequence and an MHC pseudo amino acid sequence, predict their binding affinity value. This is MHC class II binding data. (1) The MHC is DRB1_0901 with pseudo-sequence DRB1_0901. The peptide sequence is VGADEDDIKATYDKG. The binding affinity (normalized) is 0.0387. (2) The MHC is HLA-DQA10501-DQB10201 with pseudo-sequence HLA-DQA10501-DQB10201. The peptide sequence is EKKDFAATQFEPLAA. The binding affinity (normalized) is 0.360. (3) The peptide sequence is GKAFATYTNAKRIVK. The MHC is DRB1_1101 with pseudo-sequence DRB1_1101. The binding affinity (normalized) is 0.729.